Dataset: Catalyst prediction with 721,799 reactions and 888 catalyst types from USPTO. Task: Predict which catalyst facilitates the given reaction. (1) Product: [F:1][C:2]([F:14])([C:10]([F:11])([F:12])[F:13])/[CH:3]=[CH:4]/[C:5]([OH:7])=[O:6]. Reactant: [F:1][C:2]([F:14])([C:10]([F:13])([F:12])[F:11])/[CH:3]=[CH:4]/[C:5]([O:7]CC)=[O:6]. The catalyst class is: 74. (2) Reactant: [O:1]=[C:2]1[NH:7][C:6]2[CH:8]=[C:9]([CH2:12][N:13]3[CH2:18][CH2:17][N:16]([C:19]4[CH:27]=[CH:26][C:22]([C:23]([OH:25])=O)=[CH:21][CH:20]=4)[CH2:15][CH2:14]3)[CH:10]=[N:11][C:5]=2[N:4]2[CH2:28][CH2:29][S:30][CH2:31][C@@H:3]12.Cl.[CH2:33]([N:35]=C=NCCCN(C)C)[CH3:34].O.N1(O)C2C=CC=CC=2N=N1.Cl.C(N)C.CN1CCOCC1. Product: [CH2:33]([NH:35][C:23](=[O:25])[C:22]1[CH:26]=[CH:27][C:19]([N:16]2[CH2:17][CH2:18][N:13]([CH2:12][C:9]3[CH:10]=[N:11][C:5]4[N:4]5[CH2:28][CH2:29][S:30][CH2:31][C@H:3]5[C:2](=[O:1])[NH:7][C:6]=4[CH:8]=3)[CH2:14][CH2:15]2)=[CH:20][CH:21]=1)[CH3:34]. The catalyst class is: 3. (3) Reactant: [OH:1][C:2]1[CH:9]=[CH:8][C:5]([CH:6]=[O:7])=[CH:4][CH:3]=1.C(=O)([O-])[O-].[K+].[K+].C1(C)C=CC(S(O[CH:26]2[CH2:31][CH2:30][N:29]([C:32]([O:34][C:35]([CH3:38])([CH3:37])[CH3:36])=[O:33])[CH2:28][CH2:27]2)(=O)=O)=CC=1. Product: [CH:6]([C:5]1[CH:8]=[CH:9][C:2]([O:1][CH:26]2[CH2:31][CH2:30][N:29]([C:32]([O:34][C:35]([CH3:38])([CH3:37])[CH3:36])=[O:33])[CH2:28][CH2:27]2)=[CH:3][CH:4]=1)=[O:7]. The catalyst class is: 10. (4) Reactant: [CH:1]1([NH:4][NH2:5])[CH2:3][CH2:2]1.[C:6]([O:12][CH2:13][CH3:14])(=O)[O:7]COC.[C:15]1(C)[CH:20]=CC=[CH:17][CH:16]=1. Product: [CH:1]1([N:4]2[C:16]([CH3:17])=[CH:15][C:20]([C:6]([O:12][CH2:13][CH3:14])=[O:7])=[N:5]2)[CH2:3][CH2:2]1. The catalyst class is: 14. (5) Reactant: [NH2:1][C:2]1[N:3]=[CH:4][C:5]([C:8]2[C:9]([F:19])=[C:10]([OH:18])[C:11]([CH:14]3[CH2:17][CH2:16][CH2:15]3)=[CH:12][CH:13]=2)=[N:6][CH:7]=1.F[C:21]1[CH:28]=[CH:27][C:24]([C:25]#[N:26])=[CH:23][CH:22]=1.C([O-])([O-])=O.[Cs+].[Cs+]. Product: [NH2:1][C:2]1[N:3]=[CH:4][C:5]([C:8]2[C:9]([F:19])=[C:10]([C:11]([CH:14]3[CH2:15][CH2:16][CH2:17]3)=[CH:12][CH:13]=2)[O:18][C:21]2[CH:28]=[CH:27][C:24]([C:25]#[N:26])=[CH:23][CH:22]=2)=[N:6][CH:7]=1. The catalyst class is: 16. (6) Reactant: C1(C)C=CC(S(O)(=O)=O)=CC=1.[CH3:12][O:13][C:14]([C:16]1[CH:21]=[CH:20][C:19]([CH2:22][C:23]([OH:25])=[O:24])=[CH:18][CH:17]=1)=[O:15].[O:26]1[CH:31]=[CH:30][CH2:29][CH2:28][CH2:27]1.C(N(CC)CC)C. Product: [O:24]=[C:23]([O:25][CH:27]1[CH2:28][CH2:29][CH2:30][CH2:31][O:26]1)[CH2:22][C:19]1[CH:20]=[CH:21][C:16]([C:14]([O:13][CH3:12])=[O:15])=[CH:17][CH:18]=1. The catalyst class is: 4.